This data is from Full USPTO retrosynthesis dataset with 1.9M reactions from patents (1976-2016). The task is: Predict the reactants needed to synthesize the given product. (1) Given the product [Cl:17][C:12]1[CH:13]=[CH:14][CH:15]=[CH:16][C:11]=1[N:8]1[C:4]2[N:5]=[CH:6][N:7]=[C:2]([NH:27][C:26]3[CH:28]=[CH:29][C:23]([S:20]([C:19]([F:31])([F:18])[F:30])(=[O:22])=[O:21])=[CH:24][CH:25]=3)[C:3]=2[N:10]=[N:9]1, predict the reactants needed to synthesize it. The reactants are: Cl[C:2]1[C:3]2[N:10]=[N:9][N:8]([C:11]3[CH:16]=[CH:15][CH:14]=[CH:13][C:12]=3[Cl:17])[C:4]=2[N:5]=[CH:6][N:7]=1.[F:18][C:19]([F:31])([F:30])[S:20]([C:23]1[CH:29]=[CH:28][C:26]([NH2:27])=[CH:25][CH:24]=1)(=[O:22])=[O:21]. (2) Given the product [Cl:20][CH2:21][CH2:22][CH2:23][N:8]1[C:7]2[C:2]([F:1])=[C:3]([F:13])[CH:4]=[CH:5][C:6]=2[O:11][CH2:10][C:9]1=[O:12], predict the reactants needed to synthesize it. The reactants are: [F:1][C:2]1[C:7]2[NH:8][C:9](=[O:12])[CH2:10][O:11][C:6]=2[CH:5]=[CH:4][C:3]=1[F:13].C([O-])([O-])=O.[Cs+].[Cs+].[Cl:20][CH2:21][CH2:22][CH2:23]I. (3) Given the product [F:32][C:2]([F:1])([F:31])[C:3]([CH2:19][C:20]1[NH:21][C:22]2[C:27]([CH:28]=1)=[CH:26][C:25]([S:29]([CH3:30])=[O:34])=[CH:24][CH:23]=2)([OH:18])[CH2:4][C:5]([C:8]1[C:16]2[O:15][CH2:14][CH2:13][C:12]=2[CH:11]=[C:10]([F:17])[CH:9]=1)([CH3:7])[CH3:6], predict the reactants needed to synthesize it. The reactants are: [F:1][C:2]([F:32])([F:31])[C:3]([CH2:19][C:20]1[NH:21][C:22]2[C:27]([CH:28]=1)=[CH:26][C:25]([S:29][CH3:30])=[CH:24][CH:23]=2)([OH:18])[CH2:4][C:5]([C:8]1[C:16]2[O:15][CH2:14][CH2:13][C:12]=2[CH:11]=[C:10]([F:17])[CH:9]=1)([CH3:7])[CH3:6].I([O-])(=O)(=O)=[O:34].[Na+]. (4) Given the product [CH3:8][C:10]1[CH:15]=[CH:14][C:13]([C:16]([C:27]2[CH:32]=[CH:31][CH:30]=[CH:29][CH:28]=2)=[C:17]2[CH2:22][C:21]([CH3:23])([CH3:24])[CH2:20][C:19]([CH3:26])([CH3:25])[CH2:18]2)=[CH:12][C:11]=1[O:33][CH2:6][C:5]([O:4][CH2:3][CH3:2])=[O:7], predict the reactants needed to synthesize it. The reactants are: Br[CH2:2][CH2:3][O:4][C:5](=[O:7])[CH3:6].[CH2:8]([C:10]1[CH:15]=[CH:14][C:13]([C:16]([C:27]2[CH:32]=[CH:31][CH:30]=[CH:29][CH:28]=2)=[C:17]2[CH2:22][C:21]([CH3:24])([CH3:23])[CH2:20][C:19]([CH3:26])([CH3:25])[CH2:18]2)=[CH:12][C:11]=1[OH:33])C.C([O-])([O-])=O.[K+].[K+]. (5) The reactants are: [CH3:1][O:2][C:3]1[CH:4]=[C:5]2[C:10](=[CH:11][C:12]=1[O:13][CH3:14])[C:9]([CH3:15])=[N:8][CH2:7][CH2:6]2.Br[C:17]1[CH:22]=[CH:21][CH:20]=[C:19]([CH3:23])[C:18]=1[O:24][C:25]([F:28])([F:27])[F:26]. Given the product [CH3:1][O:2][C:3]1[CH:4]=[C:5]2[C:10](=[CH:11][C:12]=1[O:13][CH3:14])[C@H:9]([CH2:15][CH2:23][C:19]1[CH:20]=[CH:21][CH:22]=[CH:17][C:18]=1[O:24][C:25]([F:26])([F:27])[F:28])[NH:8][CH2:7][CH2:6]2, predict the reactants needed to synthesize it. (6) Given the product [C:13]1([C:2]2[C:11]([CH3:12])=[CH:10][C:9]3[C:4](=[CH:5][CH:6]=[CH:7][CH:8]=3)[N:3]=2)[CH:18]=[CH:17][CH:16]=[CH:15][CH:14]=1, predict the reactants needed to synthesize it. The reactants are: Cl[C:2]1[C:11]([CH3:12])=[CH:10][C:9]2[C:4](=[CH:5][CH:6]=[CH:7][CH:8]=2)[N:3]=1.[C:13]1(B(O)O)[CH:18]=[CH:17][CH:16]=[CH:15][CH:14]=1.C1(P(C2C=CC=CC=2)C2C=CC=CC=2)C=CC=CC=1.C([O-])([O-])=O.[K+].[K+]. (7) Given the product [C:1]([O:5][C:6](=[O:23])[NH:7][C:8]1[CH:13]=[CH:12][C:11]([C:14](=[O:21])[C:15]2[CH:20]=[CH:19][CH:18]=[CH:17][CH:16]=2)=[CH:10][C:9]=1[NH:22][C:33](=[O:34])[CH2:32][C:31]([C:27]1[CH:28]=[CH:29][CH:30]=[C:25]([Cl:24])[CH:26]=1)=[O:36])([CH3:4])([CH3:2])[CH3:3], predict the reactants needed to synthesize it. The reactants are: [C:1]([O:5][C:6](=[O:23])[NH:7][C:8]1[CH:13]=[CH:12][C:11]([C:14](=[O:21])[C:15]2[CH:20]=[CH:19][CH:18]=[CH:17][CH:16]=2)=[CH:10][C:9]=1[NH2:22])([CH3:4])([CH3:3])[CH3:2].[Cl:24][C:25]1[CH:26]=[C:27]([C:31]2[O:36]C(C)(C)[O:34][C:33](=O)[CH:32]=2)[CH:28]=[CH:29][CH:30]=1. (8) The reactants are: Cl[C:2]([O:4][C:5]([CH3:7])=[CH2:6])=[O:3].[F:8][C:9]1[CH:15]=[C:14]([CH3:16])[C:13]([C:17]2[C:28]([CH3:29])=[N:27][C:20]3[N:21]=[C:22]([S:25][CH3:26])[N:23]=[CH:24][C:19]=3[CH:18]=2)=[CH:12][C:10]=1[NH2:11]. Given the product [F:8][C:9]1[CH:15]=[C:14]([CH3:16])[C:13]([C:17]2[C:28]([CH3:29])=[N:27][C:20]3[N:21]=[C:22]([S:25][CH3:26])[N:23]=[CH:24][C:19]=3[CH:18]=2)=[CH:12][C:10]=1[NH:11][C:2](=[O:3])[O:4][C:5]([CH3:7])=[CH2:6], predict the reactants needed to synthesize it. (9) The reactants are: N#N.[C:3]1([C:9]2[O:13][CH:12]=[N:11][C:10]=2[C:14]([OH:16])=O)[CH:8]=[CH:7][CH:6]=[CH:5][CH:4]=1.C1C=CC2N(O)N=NC=2C=1.C(Cl)CCl.CCN(C(C)C)C(C)C.[CH3:40][O:41][CH2:42][C:43]1[S:44][CH:45]=[C:46]([CH2:48][N:49]2[N:53]=[C:52]([NH2:54])[CH:51]=[N:50]2)[N:47]=1. Given the product [CH3:40][O:41][CH2:42][C:43]1[S:44][CH:45]=[C:46]([CH2:48][N:49]2[N:53]=[C:52]([NH:54][C:14]([C:10]3[N:11]=[CH:12][O:13][C:9]=3[C:3]3[CH:4]=[CH:5][CH:6]=[CH:7][CH:8]=3)=[O:16])[CH:51]=[N:50]2)[N:47]=1, predict the reactants needed to synthesize it.